Dataset: Reaction yield outcomes from USPTO patents with 853,638 reactions. Task: Predict the reaction yield, written as a fraction of the theoretical maximum amount of product (1.0 means a 100% yield; for example, 0.34 means a 34% yield). The reactants are [C:1]([O:5][C:6](=[O:22])[NH:7][CH2:8][CH2:9][C:10]1[C:18]2[C:13](=[CH:14][C:15]([N+:19]([O-])=O)=[CH:16][CH:17]=2)[NH:12][CH:11]=1)([CH3:4])([CH3:3])[CH3:2]. The catalyst is CCO.[Ni]. The product is [C:1]([O:5][C:6](=[O:22])[NH:7][CH2:8][CH2:9][C:10]1[C:18]2[C:13](=[CH:14][C:15]([NH2:19])=[CH:16][CH:17]=2)[NH:12][CH:11]=1)([CH3:4])([CH3:2])[CH3:3]. The yield is 0.670.